The task is: Predict the product of the given reaction.. This data is from Forward reaction prediction with 1.9M reactions from USPTO patents (1976-2016). Given the reactants [CH2:1]([Mg]Br)[CH3:2].[F:5][C:6]1[CH:7]=[C:8]2[C:12](=[CH:13][CH:14]=1)[C:11](=[O:15])[CH2:10][CH2:9]2, predict the reaction product. The product is: [CH2:1]([C:11]1([OH:15])[C:12]2[C:8](=[CH:7][C:6]([F:5])=[CH:14][CH:13]=2)[CH2:9][CH2:10]1)[CH3:2].